This data is from Retrosynthesis with 50K atom-mapped reactions and 10 reaction types from USPTO. The task is: Predict the reactants needed to synthesize the given product. (1) Given the product Fc1cccc(Nc2ncc3cc(-c4nccs4)c(Oc4ccnc(Cl)c4)cc3n2)c1, predict the reactants needed to synthesize it. The reactants are: Fc1ccnc(Cl)c1.Oc1cc2nc(Nc3cccc(F)c3)ncc2cc1-c1nccs1. (2) Given the product C[C@]1(CN2CCN(C(=O)NC3CCCCC3)CC2)Cn2cc([N+](=O)[O-])nc2O1, predict the reactants needed to synthesize it. The reactants are: C[C@]1(CN2CCNCC2)Cn2cc([N+](=O)[O-])nc2O1.O=C=NC1CCCCC1.